From a dataset of Forward reaction prediction with 1.9M reactions from USPTO patents (1976-2016). Predict the product of the given reaction. (1) Given the reactants C([N:8]1[C:13]([C:14]2[CH:19]=[CH:18][C:17]([Cl:20])=[CH:16][CH:15]=2)=[C:12]([C:21]2[CH:26]=[CH:25][C:24]([Cl:27])=[CH:23][CH:22]=2)[C:11](=[O:28])[N:10](CC2C=CC=CC=2)[C:9]1=[O:36])C1C=CC=CC=1.[Al+3].[Cl-].[Cl-].[Cl-], predict the reaction product. The product is: [Cl:27][C:24]1[CH:23]=[CH:22][C:21]([C:12]2[C:11](=[O:28])[NH:10][C:9](=[O:36])[NH:8][C:13]=2[C:14]2[CH:19]=[CH:18][C:17]([Cl:20])=[CH:16][CH:15]=2)=[CH:26][CH:25]=1. (2) The product is: [C:1]([C:5]1[CH:15]=[CH:14][C:8]([CH2:9][CH2:10][C:11]([OH:13])=[O:12])=[CH:7][CH:6]=1)([CH3:4])([CH3:2])[CH3:3]. Given the reactants [C:1]([C:5]1[CH:15]=[CH:14][C:8]([CH:9]=[CH:10][C:11]([OH:13])=[O:12])=[CH:7][CH:6]=1)([CH3:4])([CH3:3])[CH3:2].C(OCC)(=O)C.[H][H], predict the reaction product. (3) Given the reactants Cl.[CH2:2]([O:4][C:5](=[O:15])[C@H:6]([CH2:8][CH2:9][C:10]([O:12]CC)=O)[NH2:7])[CH3:3].[F:16][C:17]1[C:22]([F:23])=[CH:21][C:20]([C:24]2[CH:29]=[CH:28][C:27]([O:30][CH2:31][C:32]3[CH:33]=[C:34]([CH:37]=[CH:38][CH:39]=3)[CH:35]=O)=[CH:26][CH:25]=2)=[C:19]([O:40][CH3:41])[CH:18]=1.C(O)(=O)C.[Na], predict the reaction product. The product is: [CH2:2]([O:4][C:5]([C@@H:6]1[CH2:8][CH2:9][C:10](=[O:12])[N:7]1[CH2:35][C:34]1[CH:37]=[CH:38][CH:39]=[C:32]([CH2:31][O:30][C:27]2[CH:28]=[CH:29][C:24]([C:20]3[CH:21]=[C:22]([F:23])[C:17]([F:16])=[CH:18][C:19]=3[O:40][CH3:41])=[CH:25][CH:26]=2)[CH:33]=1)=[O:15])[CH3:3]. (4) Given the reactants [CH:1]1([CH2:4][O:5][CH2:6][C:7]2[CH:8]=[CH:9][C:10]([NH2:13])=[N:11][CH:12]=2)[CH2:3][CH2:2]1.[F:14][C:15]([F:27])([F:26])[C:16]1[CH:17]=[C:18]([S:22](Cl)(=[O:24])=[O:23])[CH:19]=[CH:20][CH:21]=1, predict the reaction product. The product is: [CH:1]1([CH2:4][O:5][CH2:6][C:7]2[CH:8]=[CH:9][C:10]([NH:13][S:22]([C:18]3[CH:19]=[CH:20][CH:21]=[C:16]([C:15]([F:14])([F:26])[F:27])[CH:17]=3)(=[O:24])=[O:23])=[N:11][CH:12]=2)[CH2:3][CH2:2]1.